From a dataset of Full USPTO retrosynthesis dataset with 1.9M reactions from patents (1976-2016). Predict the reactants needed to synthesize the given product. (1) Given the product [NH:4]1[C:5]2[C:10](=[CH:9][C:8]([NH:13][C:25](=[O:27])[O:24][C:21]([CH3:23])([CH3:22])[CH3:20])=[CH:7][CH:6]=2)[CH:2]=[N:3]1, predict the reactants needed to synthesize it. The reactants are: N[C:2]1[C:10]2[C:5](=[CH:6][CH:7]=[CH:8][CH:9]=2)[NH:4][N:3]=1.CC[N:13](C(C)C)C(C)C.[CH3:20][C:21]([O:24][C:25]([O:27]C(OC(C)(C)C)=O)=O)([CH3:23])[CH3:22]. (2) Given the product [CH3:1][C@@H:2]([C@@H:8]1[C@@:12]2([CH3:27])[CH2:13][CH2:14][C@@H:15]3[C@@:20]4([CH3:26])[CH2:21][CH2:22][C@@H:23]([OH:25])[CH2:24][CH:19]4[CH2:18][CH2:17][C@H:16]3[C@@H:11]2[CH2:10][CH2:9]1)[CH2:3][CH2:4][C:5]([O:7][CH3:28])=[O:6], predict the reactants needed to synthesize it. The reactants are: [CH3:1][C@@H:2]([C@@H:8]1[C@@:12]2([CH3:27])[CH2:13][CH2:14][C@@H:15]3[C@@:20]4([CH3:26])[CH2:21][CH2:22][C@@H:23]([OH:25])[CH2:24][C@H:19]4[CH2:18][CH2:17][C@H:16]3[C@@H:11]2[CH2:10][CH2:9]1)[CH2:3][CH2:4][C:5]([OH:7])=[O:6].[CH3:28]O. (3) Given the product [CH3:26][C:27]1[C:31]([C:2]2[C:10]3[O:9][CH:8]([CH3:11])[CH2:7][C:6]=3[C:5]3[C:12]([C:22]([NH:24][CH3:25])=[O:23])=[C:13]([C:15]4[CH:16]=[CH:17][C:18]([F:21])=[CH:19][CH:20]=4)[O:14][C:4]=3[CH:3]=2)=[C:30]([CH3:35])[O:29][N:28]=1, predict the reactants needed to synthesize it. The reactants are: Br[C:2]1[C:10]2[O:9][CH:8]([CH3:11])[CH2:7][C:6]=2[C:5]2[C:12]([C:22]([NH:24][CH3:25])=[O:23])=[C:13]([C:15]3[CH:20]=[CH:19][C:18]([F:21])=[CH:17][CH:16]=3)[O:14][C:4]=2[CH:3]=1.[CH3:26][C:27]1[C:31](B(O)O)=[C:30]([CH3:35])[O:29][N:28]=1.C([O-])([O-])=O.[Na+].[Na+].